This data is from Merck oncology drug combination screen with 23,052 pairs across 39 cell lines. The task is: Regression. Given two drug SMILES strings and cell line genomic features, predict the synergy score measuring deviation from expected non-interaction effect. (1) Drug 1: O=P1(N(CCCl)CCCl)NCCCO1. Drug 2: C=CCn1c(=O)c2cnc(Nc3ccc(N4CCN(C)CC4)cc3)nc2n1-c1cccc(C(C)(C)O)n1. Cell line: RPMI7951. Synergy scores: synergy=6.27. (2) Drug 1: O=c1[nH]cc(F)c(=O)[nH]1. Drug 2: Cn1cc(-c2cnn3c(N)c(Br)c(C4CCCNC4)nc23)cn1. Cell line: NCIH1650. Synergy scores: synergy=17.8.